The task is: Predict the reactants needed to synthesize the given product.. This data is from Full USPTO retrosynthesis dataset with 1.9M reactions from patents (1976-2016). Given the product [CH2:21]([N:23]([CH2:27][CH3:28])[C:24]([N:15]1[CH2:16][CH2:17][C:12]2[NH:11][N:10]=[C:9]([C:7]3[NH:6][C:5]4[CH:18]=[C:19]([CH3:20])[C:2]([CH3:1])=[CH:3][C:4]=4[N:8]=3)[C:13]=2[CH2:14]1)=[O:25])[CH3:22], predict the reactants needed to synthesize it. The reactants are: [CH3:1][C:2]1[C:19]([CH3:20])=[CH:18][C:5]2[NH:6][C:7]([C:9]3[C:13]4[CH2:14][NH:15][CH2:16][CH2:17][C:12]=4[NH:11][N:10]=3)=[N:8][C:4]=2[CH:3]=1.[CH2:21]([N:23]([CH2:27][CH3:28])[C:24](Cl)=[O:25])[CH3:22].